Dataset: Full USPTO retrosynthesis dataset with 1.9M reactions from patents (1976-2016). Task: Predict the reactants needed to synthesize the given product. (1) Given the product [NH:8]1[C:12]2[CH:13]=[CH:14][CH:15]=[CH:16][C:11]=2[N:10]=[C:9]1[CH2:17][N:18]([CH:19]1[CH2:28][CH2:27][CH2:26][C:25]2[N:24]=[CH:23][CH:22]=[N:21][C:20]1=2)[CH2:29][CH2:30][CH2:31][CH2:32][NH2:33], predict the reactants needed to synthesize it. The reactants are: C(OC([N:8]1[C:12]2[CH:13]=[CH:14][CH:15]=[CH:16][C:11]=2[N:10]=[C:9]1[CH2:17][N:18]([CH2:29][CH2:30][CH2:31][CH2:32][N:33]1C(=O)C2C(=CC=CC=2)C1=O)[CH:19]1[CH2:28][CH2:27][CH2:26][C:25]2[N:24]=[CH:23][CH:22]=[N:21][C:20]1=2)=O)(C)(C)C.O.NN. (2) The reactants are: [N:1]1([CH2:6][C:7]2[CH:12]=[CH:11][C:10]([CH2:13]O)=[CH:9][CH:8]=2)[CH:5]=[CH:4][CH:3]=[N:2]1.P(Br)(Br)[Br:16].C(=O)(O)[O-].[Na+]. Given the product [Br:16][CH2:13][C:10]1[CH:11]=[CH:12][C:7]([CH2:6][N:1]2[CH:5]=[CH:4][CH:3]=[N:2]2)=[CH:8][CH:9]=1, predict the reactants needed to synthesize it.